Dataset: Reaction yield outcomes from USPTO patents with 853,638 reactions. Task: Predict the reaction yield, written as a fraction of the theoretical maximum amount of product (1.0 means a 100% yield; for example, 0.34 means a 34% yield). (1) The reactants are Cl.[C:2]([C:4]1[CH:23]=[CH:22][C:7]([CH2:8][N:9]2[CH2:18][CH2:17][C:16]3[C:11](=[CH:12][C:13]([C:19](O)=[O:20])=[CH:14][CH:15]=3)[CH2:10]2)=[CH:6][CH:5]=1)#[N:3].CN(C(ON1N=NC2C=CC=NC1=2)=[N+](C)C)C.F[P-](F)(F)(F)(F)F.Cl.Cl.[NH2:50][CH:51]1[CH2:56][CH2:55][N:54]([CH2:57][C:58]2[CH:63]=[CH:62][C:61]([C:64]#[N:65])=[CH:60][CH:59]=2)[CH2:53][CH2:52]1.C(N(CC)CC)C.C(=O)(O)[O-].[Na+]. The catalyst is CN(C=O)C. The product is [C:2]([C:4]1[CH:5]=[CH:6][C:7]([CH2:8][N:9]2[CH2:18][CH2:17][C:16]3[C:11](=[CH:12][C:13]([C:19]([NH:50][CH:51]4[CH2:56][CH2:55][N:54]([CH2:57][C:58]5[CH:63]=[CH:62][C:61]([C:64]#[N:65])=[CH:60][CH:59]=5)[CH2:53][CH2:52]4)=[O:20])=[CH:14][CH:15]=3)[CH2:10]2)=[CH:22][CH:23]=1)#[N:3]. The yield is 0.820. (2) The reactants are [OH:1][C:2]([C:35]1[S:36][CH:37]=[CH:38][CH:39]=1)([C:30]1[S:31][CH:32]=[CH:33][CH:34]=1)[C:3]([O:5][C@H:6]1[CH2:11][CH2:10][C@H:9]([N:12]([CH3:29])[CH2:13][CH2:14][CH2:15][N:16]2[C:20]3[CH:21]=[CH:22][C:23]([CH2:25][CH:26]=O)=[CH:24][C:19]=3[O:18][C:17]2=[O:28])[CH2:8][CH2:7]1)=[O:4].C(O)(=O)C.[NH2:44][CH2:45][C@@H:46]([C:55]1[CH:64]=[CH:63][C:62]([OH:65])=[C:61]2[C:56]=1[CH:57]=[CH:58][C:59](=[O:66])[NH:60]2)[O:47][Si:48]([C:51]([CH3:54])([CH3:53])[CH3:52])([CH3:50])[CH3:49].[Na].C(=O)(O)[O-].[Na+]. The catalyst is ClC(Cl)C.CO.C(Cl)(Cl)Cl. The product is [OH:1][C:2]([C:30]1[S:31][CH:32]=[CH:33][CH:34]=1)([C:35]1[S:36][CH:37]=[CH:38][CH:39]=1)[C:3]([O:5][C@H:6]1[CH2:11][CH2:10][C@H:9]([N:12]([CH2:13][CH2:14][CH2:15][N:16]2[C:20]3[CH:21]=[CH:22][C:23]([CH2:25][CH2:26][NH:44][CH2:45][C@H:46]([O:47][Si:48]([C:51]([CH3:54])([CH3:53])[CH3:52])([CH3:50])[CH3:49])[C:55]4[CH:64]=[CH:63][C:62]([OH:65])=[C:61]5[C:56]=4[CH:57]=[CH:58][C:59](=[O:66])[NH:60]5)=[CH:24][C:19]=3[O:18][C:17]2=[O:28])[CH3:29])[CH2:8][CH2:7]1)=[O:4]. The yield is 0.220.